From a dataset of Forward reaction prediction with 1.9M reactions from USPTO patents (1976-2016). Predict the product of the given reaction. (1) The product is: [Cl:16][CH2:17][CH2:18][C:19]([C:13]1[CH:12]=[CH:11][C:10]2[O:5][CH2:6][C:7](=[O:15])[NH:8][C:9]=2[CH:14]=1)=[O:20]. Given the reactants [Cl-].[Al+3].[Cl-].[Cl-].[O:5]1[C:10]2[CH:11]=[CH:12][CH:13]=[CH:14][C:9]=2[NH:8][C:7](=[O:15])[CH2:6]1.[Cl:16][CH2:17][CH2:18][C:19](Cl)=[O:20], predict the reaction product. (2) Given the reactants [CH2:1]([N:3]1[CH2:8][CH2:7][N:6]2[N:9]=[C:10]([NH:12][C:13]3[C:18](=[O:19])[N:17]([CH3:20])[CH:16]=[C:15]([C:21]4[C:26]([CH:27]=[O:28])=[C:25]([N:29]5[CH2:41][CH2:40][C:39]6[N:38]7[C:33]([CH2:34][CH2:35][CH2:36][CH2:37]7)=[CH:32][C:31]=6[C:30]5=[O:42])[N:24]=[CH:23][CH:22]=4)[CH:14]=3)[CH:11]=[C:5]2[CH2:4]1)[CH3:2].[BH4-].[Na+], predict the reaction product. The product is: [CH2:1]([N:3]1[CH2:8][CH2:7][N:6]2[N:9]=[C:10]([NH:12][C:13]3[C:18](=[O:19])[N:17]([CH3:20])[CH:16]=[C:15]([C:21]4[CH:22]=[CH:23][N:24]=[C:25]([N:29]5[CH2:41][CH2:40][C:39]6[N:38]7[C:33]([CH2:34][CH2:35][CH2:36][CH2:37]7)=[CH:32][C:31]=6[C:30]5=[O:42])[C:26]=4[CH2:27][OH:28])[CH:14]=3)[CH:11]=[C:5]2[CH2:4]1)[CH3:2]. (3) The product is: [C:12]1([N:1]2[C:9]3[C:4](=[CH:5][C:6]([NH2:10])=[CH:7][CH:8]=3)[CH:3]=[CH:2]2)[CH:17]=[CH:16][CH:15]=[CH:14][CH:13]=1. Given the reactants [NH:1]1[C:9]2[C:4](=[CH:5][C:6]([NH2:10])=[CH:7][CH:8]=2)[CH:3]=[CH:2]1.I[C:12]1[CH:17]=[CH:16][CH:15]=[CH:14][CH:13]=1.[C@@H]1(N)CCCC[C@H]1N.P([O-])([O-])([O-])=O.[K+].[K+].[K+], predict the reaction product. (4) Given the reactants [Cl:1][C:2]1[CH:3]=[C:4]([CH:6]=[CH:7][CH:8]=1)[NH2:5].[O:9]=[C:10]1[N:15]([C:16]2[CH:21]=[CH:20][CH:19]=[CH:18][CH:17]=2)[C:14]2[S:22][C:23]([C:32]#[N:33])=[C:24](NC3C=CC=CC=3)[C:13]=2[CH:12]=[CH:11]1, predict the reaction product. The product is: [Cl:1][C:2]1[CH:3]=[C:4]([NH:5][C:24]2[C:13]3[CH:12]=[CH:11][C:10](=[O:9])[N:15]([C:16]4[CH:17]=[CH:18][CH:19]=[CH:20][CH:21]=4)[C:14]=3[S:22][C:23]=2[C:32]#[N:33])[CH:6]=[CH:7][CH:8]=1. (5) Given the reactants [Cl:1][C:2]1[CH:3]=[C:4]([C:9]2[NH:10][C:11]3[N:12]([N:16]=[CH:17][C:18]=3[C:19]#[N:20])[C:13](=[O:15])[CH:14]=2)[CH:5]=[CH:6][C:7]=1[Cl:8].S(=O)(=O)(O)[OH:22], predict the reaction product. The product is: [Cl:1][C:2]1[CH:3]=[C:4]([C:9]2[NH:10][C:11]3[N:12]([N:16]=[CH:17][C:18]=3[C:19]([NH2:20])=[O:22])[C:13](=[O:15])[CH:14]=2)[CH:5]=[CH:6][C:7]=1[Cl:8]. (6) Given the reactants [C:1]([C:5]1[CH:27]=[CH:26][C:8]([C:9]([NH:11][C@@H:12]([CH2:17][C:18]2[CH:23]=[CH:22][C:21]([C:24]#[N:25])=[CH:20][CH:19]=2)[C:13]([O:15][CH3:16])=[O:14])=[O:10])=[CH:7][CH:6]=1)([CH3:4])([CH3:3])[CH3:2].Cl.[NH2:29][OH:30], predict the reaction product. The product is: [C:1]([C:5]1[CH:27]=[CH:26][C:8]([C:9]([NH:11][C@@H:12]([CH2:17][C:18]2[CH:23]=[CH:22][C:21](/[C:24](=[N:29]/[OH:30])/[NH2:25])=[CH:20][CH:19]=2)[C:13]([O:15][CH3:16])=[O:14])=[O:10])=[CH:7][CH:6]=1)([CH3:4])([CH3:2])[CH3:3]. (7) Given the reactants [CH3:1][O:2][C:3]1[CH:30]=[CH:29][C:6]([CH2:7][N:8]2[C:12]3=[N:13][CH:14]=[CH:15][C:16]([O:17][C:18]4[CH:23]=[CH:22][C:21]([N+:24]([O-])=O)=[CH:20][C:19]=4[F:27])=[C:11]3[C:10](I)=[N:9]2)=[CH:5][CH:4]=1.[OH:31][C@H:32]1[C@@H:37]([OH:38])[CH2:36][CH2:35][N:34]([C:39]([O:41][C:42]([CH3:45])([CH3:44])[CH3:43])=[O:40])[CH2:33]1.N1C2C(=CC=C3C=2N=CC=C3)C=CC=1.[F-].[K+], predict the reaction product. The product is: [NH2:24][C:21]1[CH:22]=[CH:23][C:18]([O:17][C:16]2[CH:15]=[CH:14][N:13]=[C:12]3[N:8]([CH2:7][C:6]4[CH:29]=[CH:30][C:3]([O:2][CH3:1])=[CH:4][CH:5]=4)[N:9]=[C:10]([O:38][C@H:37]4[CH2:36][CH2:35][N:34]([C:39]([O:41][C:42]([CH3:44])([CH3:43])[CH3:45])=[O:40])[CH2:33][C@H:32]4[OH:31])[C:11]=23)=[C:19]([F:27])[CH:20]=1. (8) Given the reactants Cl[C:2]1[N:7]=[CH:6][C:5]2[N:8]=[CH:9][N:10]([CH3:11])[C:4]=2[CH:3]=1.[CH2:12]([C:14]1[CH:20]=[CH:19][CH:18]=[CH:17][C:15]=1[NH2:16])[CH3:13].CC(C)([O-])C.[Na+].C1(P(C2C=CC=CC=2)C2C3OC4C(=CC=CC=4P(C4C=CC=CC=4)C4C=CC=CC=4)C(C)(C)C=3C=CC=2)C=CC=CC=1, predict the reaction product. The product is: [CH2:12]([C:14]1[CH:20]=[CH:19][CH:18]=[CH:17][C:15]=1[NH:16][C:2]1[N:7]=[CH:6][C:5]2[N:8]=[CH:9][N:10]([CH3:11])[C:4]=2[CH:3]=1)[CH3:13].